This data is from Full USPTO retrosynthesis dataset with 1.9M reactions from patents (1976-2016). The task is: Predict the reactants needed to synthesize the given product. Given the product [C:17]1([C:23](=[N:30][C@@H:31]([CH2:3][C:4]2[CH:9]=[N:8][C:7]([C:10]3[CH:15]=[CH:14][CH:13]=[CH:12][C:11]=3[CH3:16])=[CH:6][CH:5]=2)[C:32]([O:34][C:35]([CH3:38])([CH3:37])[CH3:36])=[O:33])[C:24]2[CH:25]=[CH:26][CH:27]=[CH:28][CH:29]=2)[CH:18]=[CH:19][CH:20]=[CH:21][CH:22]=1, predict the reactants needed to synthesize it. The reactants are: Br.Br[CH2:3][C:4]1[CH:5]=[CH:6][C:7]([C:10]2[CH:15]=[CH:14][CH:13]=[CH:12][C:11]=2[CH3:16])=[N:8][CH:9]=1.[C:17]1([C:23](=[N:30][CH2:31][C:32]([O:34][C:35]([CH3:38])([CH3:37])[CH3:36])=[O:33])[C:24]2[CH:29]=[CH:28][CH:27]=[CH:26][CH:25]=2)[CH:22]=[CH:21][CH:20]=[CH:19][CH:18]=1.C=CCO[C@H](C1C2C(=CC=CC=2)N=CC=1)[C@H]1[N+]2(CC3C4C(=CC=CC=4)C=C4C=3C=CC=C4)C[C@H](C=C)[C@@H](CC2)C1.[Br-].C(N=P1(N(CC)CC)N(C)CCCN1C)(C)(C)C.